Task: Regression. Given a peptide amino acid sequence and an MHC pseudo amino acid sequence, predict their binding affinity value. This is MHC class II binding data.. Dataset: Peptide-MHC class II binding affinity with 134,281 pairs from IEDB (1) The peptide sequence is LPPIVAKEIVASCDKC. The MHC is HLA-DQA10104-DQB10503 with pseudo-sequence HLA-DQA10104-DQB10503. The binding affinity (normalized) is 0.232. (2) The peptide sequence is LMTSPKWVQMCSRTL. The MHC is DRB1_0701 with pseudo-sequence DRB1_0701. The binding affinity (normalized) is 0.892. (3) The MHC is DRB1_0401 with pseudo-sequence DRB1_0401. The binding affinity (normalized) is 0.468. The peptide sequence is VMRYTIDKEFEKICR. (4) The peptide sequence is SLILPGIKAQQSKLA. The MHC is HLA-DQA10201-DQB10301 with pseudo-sequence HLA-DQA10201-DQB10301. The binding affinity (normalized) is 0.369.